Task: Predict the product of the given reaction.. Dataset: Forward reaction prediction with 1.9M reactions from USPTO patents (1976-2016) (1) Given the reactants [N:1]1[CH:6]=[CH:5][CH:4]=[CH:3][C:2]=1[CH2:7][O:8][C:9]1[CH:14]=[CH:13][C:12]([C:15]2([C:22]3[CH:27]=[CH:26][C:25]([C:28]4[N:29]=[N:30][N:31]([CH2:33][C@@H:34]5[CH2:38][CH2:37][CH2:36][N:35]5C(OC(C)(C)C)=O)[N:32]=4)=[CH:24][CH:23]=3)[CH2:20][CH:19]3[CH2:21][CH:16]2[CH2:17][CH2:18]3)=[CH:11][CH:10]=1.N(C(OCC)=O)NC(OCC)=O, predict the reaction product. The product is: [NH:35]1[CH2:36][CH2:37][CH2:38][C@H:34]1[CH2:33][N:31]1[N:30]=[N:29][C:28]([C:25]2[CH:24]=[CH:23][C:22]([C:15]3([C:12]4[CH:11]=[CH:10][C:9]([O:8][CH2:7][C:2]5[CH:3]=[CH:4][CH:5]=[CH:6][N:1]=5)=[CH:14][CH:13]=4)[CH2:20][CH:19]4[CH2:21][CH:16]3[CH2:17][CH2:18]4)=[CH:27][CH:26]=2)=[N:32]1. (2) Given the reactants [CH3:1][C:2]1[CH:3]=[C:4]([CH:6]=[CH:7][C:8]=1[CH3:9])[NH2:5].C1COCC1.[H-].[Na+].F[C:18]1[C:19]([N+:26]([O-:28])=[O:27])=[C:20]([CH:23]=[CH:24][CH:25]=1)[C:21]#[N:22], predict the reaction product. The product is: [CH3:1][C:2]1[CH:3]=[C:4]([NH:5][C:18]2[C:19]([N+:26]([O-:28])=[O:27])=[C:20]([CH:23]=[CH:24][CH:25]=2)[C:21]#[N:22])[CH:6]=[CH:7][C:8]=1[CH3:9]. (3) Given the reactants Br[CH2:2][CH2:3][CH2:4][C:5]([C:11]1[CH:16]=[CH:15][C:14]([O:17][CH3:18])=[C:13]([O:19][CH3:20])[CH:12]=1)([CH:8]([CH3:10])[CH3:9])[C:6]#[N:7].[CH3:21][NH:22][CH2:23][CH2:24][C:25]1[CH:35]=[CH:34][C:28]([C:29]([O:31][CH2:32][CH3:33])=[O:30])=[CH:27][CH:26]=1, predict the reaction product. The product is: [C:6]([C:5]([C:11]1[CH:16]=[CH:15][C:14]([O:17][CH3:18])=[C:13]([O:19][CH3:20])[CH:12]=1)([CH:8]([CH3:10])[CH3:9])[CH2:4][CH2:3][CH2:2][N:22]([CH3:21])[CH2:23][CH2:24][C:25]1[CH:35]=[CH:34][C:28]([C:29]([O:31][CH2:32][CH3:33])=[O:30])=[CH:27][CH:26]=1)#[N:7]. (4) The product is: [Cl:47][C:44]1[C:45]2[NH:46][C:38]3[C:37]4[N:28]([C@@H:23]5[O:22][C@H:21]([CH2:55][OH:56])[C@@H:20]([O:19][CH3:18])[C@H:25]([OH:26])[C@H:24]5[O:27][S:7]([C:10]5[CH:16]=[CH:15][C:13]([CH3:14])=[CH:12][CH:11]=5)(=[O:9])=[O:8])[C:29]5[C:30](=[CH:31][CH:32]=[CH:33][C:34]=5[Cl:35])[C:36]=4[C:49]4[C:50](=[O:51])[NH:52][C:53](=[O:54])[C:48]=4[C:39]=3[C:40]=2[CH:41]=[CH:42][CH:43]=1. Given the reactants C(=O)([O-])[O-].[K+].[K+].[S:7](Cl)([C:10]1[CH:16]=[CH:15][C:13]([CH3:14])=[CH:12][CH:11]=1)(=[O:9])=[O:8].[CH3:18][O:19][C@H:20]1[C@H:25]([OH:26])[C@@H:24]([OH:27])[C@H:23]([N:28]2[C:37]3[C:38]4[NH:46][C:45]5[C:44]([Cl:47])=[CH:43][CH:42]=[CH:41][C:40]=5[C:39]=4[C:48]4[C:53](=[O:54])[NH:52][C:50](=[O:51])[C:49]=4[C:36]=3[C:30]3[CH:31]=[CH:32][CH:33]=[C:34]([Cl:35])[C:29]2=3)[O:22][C@@H:21]1[CH2:55][OH:56], predict the reaction product. (5) Given the reactants [F:1][C:2]1[CH:7]=[CH:6][CH:5]=[C:4]([F:8])[C:3]=1[C:9]1[O:10][C:11]([O:19][CH2:20][CH3:21])=[C:12]([C:14]([O:16]CC)=[O:15])[N:13]=1.Cl, predict the reaction product. The product is: [F:1][C:2]1[CH:7]=[CH:6][CH:5]=[C:4]([F:8])[C:3]=1[C:9]1[O:10][C:11]([O:19][CH2:20][CH3:21])=[C:12]([C:14]([OH:16])=[O:15])[N:13]=1. (6) Given the reactants C(C[C:4](OCC)=[O:5])#N.[C:9]1(=[O:14])[CH2:13][CH2:12][CH2:11][CH2:10]1.C1C[CH2:19][C:18](CN)([CH2:21]C(O)=O)[CH2:17]C1.[C:27]([O-:30])(=[O:29])[CH3:28].[NH4+].N1CCCC[CH2:33]1, predict the reaction product. The product is: [CH3:4][O:5][C:9](=[O:14])[CH:13]([CH2:12][CH:11]([CH3:10])[CH3:33])[CH2:28][C:27]([O:30][C:18]([CH3:21])([CH3:19])[CH3:17])=[O:29]. (7) Given the reactants [Cl:1][CH2:2][CH2:3][CH2:4][N:5]([CH2:7][C@H:8]1[CH2:15][C:14]2[C:9]1=[CH:10][C:11]([O:18][CH3:19])=[C:12]([O:16][CH3:17])[CH:13]=2)[CH3:6].[C:20]([OH:25])(=[O:24])[C:21]([OH:23])=[O:22], predict the reaction product. The product is: [C:20]([OH:25])(=[O:24])[C:21]([OH:23])=[O:22].[Cl:1][CH2:2][CH2:3][CH2:4][N:5]([CH2:7][C@H:8]1[CH2:15][C:14]2[C:9]1=[CH:10][C:11]([O:18][CH3:19])=[C:12]([O:16][CH3:17])[CH:13]=2)[CH2:6][CH3:20].